The task is: Predict the reaction yield, written as a fraction of the theoretical maximum amount of product (1.0 means a 100% yield; for example, 0.34 means a 34% yield).. This data is from Reaction yield outcomes from USPTO patents with 853,638 reactions. The reactants are [CH2:1]([O:3][C:4]1[CH:5]=[C:6]([CH:12]([N:17]2[C:21](=[O:22])[C:20]3=[CH:23][C:24]([OH:27])=[CH:25][CH:26]=[C:19]3[C:18]2=[O:28])[CH2:13][C:14](O)=[O:15])[CH:7]=[CH:8][C:9]=1[O:10][CH3:11])[CH3:2].C(N1C=CN=C1)(N1C=CN=C1)=O.Cl.[NH2:42][OH:43]. The catalyst is O1CCCC1. The product is [CH2:1]([O:3][C:4]1[CH:5]=[C:6]([CH:12]([N:17]2[C:21](=[O:22])[C:20]3=[CH:23][C:24]([OH:27])=[CH:25][CH:26]=[C:19]3[C:18]2=[O:28])[CH2:13][C:14]([NH:42][OH:43])=[O:15])[CH:7]=[CH:8][C:9]=1[O:10][CH3:11])[CH3:2]. The yield is 0.440.